From a dataset of Catalyst prediction with 721,799 reactions and 888 catalyst types from USPTO. Predict which catalyst facilitates the given reaction. (1) Reactant: Br[C:2](=[CH:7][CH3:8])[C:3]([O:5][CH3:6])=[O:4].[C:9]1([C:15]2[CH:20]=[CH:19][C:18]([OH:21])=[CH:17][CH:16]=2)[CH:14]=[CH:13][CH:12]=[CH:11][CH:10]=1.C([O-])([O-])=O.[K+].[K+]. Product: [C:15]1([C:9]2[CH:14]=[CH:13][CH:12]=[CH:11][CH:10]=2)[CH:16]=[CH:17][C:18]([O:21][C:2](=[CH:7][CH3:8])[C:3]([O:5][CH3:6])=[O:4])=[CH:19][CH:20]=1. The catalyst class is: 10. (2) Product: [ClH:1].[Cl:1][C:2]1[CH:9]=[C:8]([NH:12][NH2:13])[CH:7]=[CH:6][C:3]=1[C:4]#[N:5]. Reactant: [Cl:1][C:2]1[CH:9]=[C:8](F)[CH:7]=[CH:6][C:3]=1[C:4]#[N:5].O.[NH2:12][NH2:13].O. The catalyst class is: 8.